From a dataset of Reaction yield outcomes from USPTO patents with 853,638 reactions. Predict the reaction yield, written as a fraction of the theoretical maximum amount of product (1.0 means a 100% yield; for example, 0.34 means a 34% yield). (1) The reactants are [C:1]1([CH2:7][CH:8]([NH:10][CH2:11][C:12]2[CH:17]=[CH:16][CH:15]=[CH:14][CH:13]=2)[CH3:9])[CH:6]=[CH:5][CH:4]=[CH:3][CH:2]=1.C(O)(=O)[C@@H](C1C=CC=CC=1)O. No catalyst specified. The product is [C:1]1([CH2:7][C@@H:8]([NH:10][CH2:11][C:12]2[CH:13]=[CH:14][CH:15]=[CH:16][CH:17]=2)[CH3:9])[CH:2]=[CH:3][CH:4]=[CH:5][CH:6]=1. The yield is 0.860. (2) The reactants are [CH2:1]1[C:9]2[CH:8]=[CH:7][N:6]=[C:5](C(O)=O)[C:4]=2[CH2:3][O:2]1.C1(P(N=[N+]=[N-])(C2C=CC=CC=2)=[O:20])C=CC=CC=1.C([N:32]([CH2:35]C)CC)C.[C:37]([OH:41])([CH3:40])([CH3:39])[CH3:38]. No catalyst specified. The product is [C:37]([O:41][C:35](=[O:20])[NH:32][C:5]1[C:4]2[CH2:3][O:2][CH2:1][C:9]=2[CH:8]=[CH:7][N:6]=1)([CH3:40])([CH3:39])[CH3:38]. The yield is 0.520. (3) The yield is 0.400. The catalyst is C1COCC1.CO. The reactants are C[O:2][C:3](=[O:32])[CH2:4][S:5][CH2:6][C:7]1[CH:12]=[CH:11][CH:10]=[C:9]([S:13]([N:16]2[CH2:21][CH2:20][N:19]([C:22]3[CH:27]=[CH:26][C:25]([C:28]([F:31])([F:30])[F:29])=[CH:24][CH:23]=3)[CH2:18][CH2:17]2)(=[O:15])=[O:14])[CH:8]=1.[Li+].[OH-]. The product is [F:30][C:28]([F:29])([F:31])[C:25]1[CH:26]=[CH:27][C:22]([N:19]2[CH2:18][CH2:17][N:16]([S:13]([C:9]3[CH:8]=[C:7]([CH:12]=[CH:11][CH:10]=3)[CH2:6][S:5][CH2:4][C:3]([OH:32])=[O:2])(=[O:15])=[O:14])[CH2:21][CH2:20]2)=[CH:23][CH:24]=1. (4) The reactants are [Cl:1][C:2]1[CH:16]=[CH:15][C:5]([C:6]([N:8]2[CH2:13][CH2:12][CH2:11][C@@H:10]([NH2:14])[CH2:9]2)=[O:7])=[CH:4][CH:3]=1.[CH3:17][C:18]1[CH:26]=[CH:25][C:21]([C:22](Cl)=[O:23])=[CH:20][CH:19]=1.[OH-].[Na+]. No catalyst specified. The product is [Cl:1][C:2]1[CH:16]=[CH:15][C:5]([C:6]([N:8]2[CH2:13][CH2:12][CH2:11][C@@H:10]([NH:14][C:22](=[O:23])[C:21]3[CH:25]=[CH:26][C:18]([CH3:17])=[CH:19][CH:20]=3)[CH2:9]2)=[O:7])=[CH:4][CH:3]=1. The yield is 0.660.